The task is: Predict which catalyst facilitates the given reaction.. This data is from Catalyst prediction with 721,799 reactions and 888 catalyst types from USPTO. (1) The catalyst class is: 125. Reactant: [NH2:1][C:2]1[N:3]=[CH:4][N:5]([CH2:7][C:8]([O:10][CH2:11][CH3:12])=[O:9])[CH:6]=1.CCN(C(C)C)C(C)C.[CH3:22][C:23]([O:26][C:27](O[C:27]([O:26][C:23]([CH3:25])([CH3:24])[CH3:22])=[O:28])=[O:28])([CH3:25])[CH3:24].O. Product: [C:23]([O:26][C:27]([NH:1][C:2]1[N:3]=[CH:4][N:5]([CH2:7][C:8]([O:10][CH2:11][CH3:12])=[O:9])[CH:6]=1)=[O:28])([CH3:25])([CH3:24])[CH3:22]. (2) Reactant: [Cl:1][C:2]1[CH:40]=[N:39][C:5]2[O:6][C@@H:7]([CH3:38])[C:8](=[O:37])[N:9]([CH:10]3[CH2:15][CH2:14][N:13]([C:16]([C:18]4[CH:23]=[CH:22][C:21]([C:24]5[CH:29]=[CH:28][CH:27]=[CH:26][C:25]=5[O:30][CH2:31][C@H:32]([CH3:35])[CH2:33][OH:34])=[CH:20][C:19]=4[F:36])=[O:17])[CH2:12][CH2:11]3)[C:4]=2[CH:3]=1.P([O-])([O-])([O-])=[O:42].Cl([O-])=O.[Na+].Cl[O-].[Na+].S([O-])([O-])=O.[Na+].[Na+].C(O)(=O)CC(CC(O)=O)(C(O)=O)O. Product: [Cl:1][C:2]1[CH:40]=[N:39][C:5]2[O:6][C@@H:7]([CH3:38])[C:8](=[O:37])[N:9]([CH:10]3[CH2:15][CH2:14][N:13]([C:16]([C:18]4[CH:23]=[CH:22][C:21]([C:24]5[CH:29]=[CH:28][CH:27]=[CH:26][C:25]=5[O:30][CH2:31][C@H:32]([CH3:35])[C:33]([OH:42])=[O:34])=[CH:20][C:19]=4[F:36])=[O:17])[CH2:12][CH2:11]3)[C:4]=2[CH:3]=1. The catalyst class is: 10. (3) Reactant: [CH3:1][C:2]1[N:3]=[C:4]([N:8]2[CH2:13][CH2:12][CH:11]([C:14]([O:16][CH2:17][CH3:18])=[O:15])[CH2:10][CH2:9]2)[S:5][C:6]=1[CH3:7].[Cl:19]N1C(=O)CCC1=O.C(=O)([O-])O.[Na+]. Product: [Cl:19][CH2:1][C:2]1[N:3]=[C:4]([N:8]2[CH2:13][CH2:12][CH:11]([C:14]([O:16][CH2:17][CH3:18])=[O:15])[CH2:10][CH2:9]2)[S:5][C:6]=1[CH3:7]. The catalyst class is: 10. (4) Reactant: Cl.Cl.[S:3]1[CH2:8][CH2:7][N:6]([C:9]2[CH:10]=[C:11]([CH2:15][NH2:16])[CH:12]=[CH:13][CH:14]=2)[CH2:5][CH2:4]1.[F:17][C:18]1[CH:28]=[CH:27][CH:26]=[CH:25][C:19]=1[CH:20]=[CH:21][C:22](O)=[O:23].CCN=C=NCCCN(C)C.Cl. Product: [F:17][C:18]1[CH:28]=[CH:27][CH:26]=[CH:25][C:19]=1/[CH:20]=[CH:21]/[C:22]([NH:16][CH2:15][C:11]1[CH:12]=[CH:13][CH:14]=[C:9]([N:6]2[CH2:5][CH2:4][S:3][CH2:8][CH2:7]2)[CH:10]=1)=[O:23]. The catalyst class is: 2.